From a dataset of Forward reaction prediction with 1.9M reactions from USPTO patents (1976-2016). Predict the product of the given reaction. (1) Given the reactants [NH2:1][CH:2]([CH3:13])[CH2:3][C:4]1[C:9]([N+:10]([O-])=O)=[CH:8][CH:7]=[CH:6][N:5]=1, predict the reaction product. The product is: [NH2:1][CH:2]([CH3:13])[CH2:3][C:4]1[C:9]([NH2:10])=[CH:8][CH:7]=[CH:6][N:5]=1. (2) Given the reactants [SH:1][C:2]1[N:3]([CH3:7])[CH:4]=[CH:5][N:6]=1.Br[CH2:9][C:10]([C:12]1([C:18]2[CH:23]=[CH:22][C:21]([Cl:24])=[CH:20][CH:19]=2)[CH2:17][CH2:16][CH2:15][CH2:14][CH2:13]1)=[O:11].CCN(CC)CC, predict the reaction product. The product is: [Cl:24][C:21]1[CH:20]=[CH:19][C:18]([C:12]2([C:10](=[O:11])[CH2:9][S:1][C:2]3[N:3]([CH3:7])[CH:4]=[CH:5][N:6]=3)[CH2:17][CH2:16][CH2:15][CH2:14][CH2:13]2)=[CH:23][CH:22]=1. (3) Given the reactants C([O:3][C:4](=[O:49])[CH2:5][CH2:6][CH2:7][O:8][C:9]1[CH:14]=[CH:13][CH:12]=[C:11]([CH2:15][CH2:16][CH2:17][CH2:18][CH2:19][CH2:20][O:21][C:22]2[CH:27]=[C:26]([S:28]([CH2:31][CH3:32])(=[O:30])=[O:29])[CH:25]=[C:24]([C:33]3[CH:41]=[CH:40][C:36]4[O:37][CH2:38][O:39][C:35]=4[CH:34]=3)[CH:23]=2)[C:10]=1[CH2:42][CH2:43][C:44]([O:46]CC)=[O:45])C.[OH-].[Na+], predict the reaction product. The product is: [O:37]1[C:36]2[CH:40]=[CH:41][C:33]([C:24]3[CH:23]=[C:22]([CH:27]=[C:26]([S:28]([CH2:31][CH3:32])(=[O:29])=[O:30])[CH:25]=3)[O:21][CH2:20][CH2:19][CH2:18][CH2:17][CH2:16][CH2:15][C:11]3[C:10]([CH2:42][CH2:43][C:44]([OH:46])=[O:45])=[C:9]([CH:14]=[CH:13][CH:12]=3)[O:8][CH2:7][CH2:6][CH2:5][C:4]([OH:49])=[O:3])=[CH:34][C:35]=2[O:39][CH2:38]1. (4) The product is: [N:54]1([S:58]([NH:61][C:34](=[O:35])[C:33]2[CH:37]=[C:29]([CH:26]3[CH2:28][CH2:27]3)[C:30]([O:39][CH2:40][CH:41]3[CH2:46][CH2:45][CH2:44][C:43]([CH3:48])([CH3:47])[CH2:42]3)=[CH:31][C:32]=2[F:38])(=[O:60])=[O:59])[CH2:57][CH2:56][CH2:55]1. Given the reactants C1(C2C(OCC3(C(F)(F)F)CCCCC3)=CC(F)=C(C=2)C(O)=O)CC1.[CH:26]1([C:29]2[C:30]([O:39][CH2:40][CH:41]3[CH2:46][CH2:45][CH2:44][C:43]([CH3:48])([CH3:47])[CH2:42]3)=[CH:31][C:32]([F:38])=[C:33]([CH:37]=2)[C:34](O)=[O:35])[CH2:28][CH2:27]1.CS(N)(=O)=O.[N:54]1([S:58]([NH2:61])(=[O:60])=[O:59])[CH2:57][CH2:56][CH2:55]1, predict the reaction product. (5) The product is: [CH3:18][N:19]([CH3:28])[C:20]1[CH:21]=[C:22]([CH:23]=[CH:24][CH:25]=1)[CH2:26][O:17][C:14]1[CH:13]=[CH:12][C:11]([CH:4]([O:3][CH2:1][CH3:2])[CH2:5][C:6]([O:8][CH2:9][CH3:10])=[O:7])=[CH:16][CH:15]=1. Given the reactants [CH2:1]([O:3][CH:4]([C:11]1[CH:16]=[CH:15][C:14]([OH:17])=[CH:13][CH:12]=1)[CH2:5][C:6]([O:8][CH2:9][CH3:10])=[O:7])[CH3:2].[CH3:18][N:19]([CH3:28])[C:20]1[CH:21]=[C:22]([CH2:26]O)[CH:23]=[CH:24][CH:25]=1.C1(P(C2C=CC=CC=2)C2C=CC=CC=2)C=CC=CC=1.C1(C)C=CC=CC=1.N(C(OCC)=O)=NC(OCC)=O, predict the reaction product. (6) The product is: [Cl:1][C:2]1[CH:7]=[CH:6][C:5]([C:8]2[CH:9]=[C:10]3[C:16]([C:17]([C:19]4[C:20]([F:33])=[C:21]([N:26]([CH3:44])[S:27]([CH2:30][CH2:31][CH3:32])(=[O:29])=[O:28])[CH:22]=[CH:23][C:24]=4[F:25])=[O:18])=[CH:15][N:14]([C:34](=[O:43])[C:35]4[C:40]([Cl:41])=[CH:39][CH:38]=[CH:37][C:36]=4[Cl:42])[C:11]3=[N:12][CH:13]=2)=[CH:4][CH:3]=1. Given the reactants [Cl:1][C:2]1[CH:7]=[CH:6][C:5]([C:8]2[CH:9]=[C:10]3[C:16]([C:17]([C:19]4[C:20]([F:33])=[C:21]([NH:26][S:27]([CH2:30][CH2:31][CH3:32])(=[O:29])=[O:28])[CH:22]=[CH:23][C:24]=4[F:25])=[O:18])=[CH:15][N:14]([C:34](=[O:43])[C:35]4[C:40]([Cl:41])=[CH:39][CH:38]=[CH:37][C:36]=4[Cl:42])[C:11]3=[N:12][CH:13]=2)=[CH:4][CH:3]=1.[C:44](=O)([O-])[O-].[Na+].[Na+].CI.O, predict the reaction product.